This data is from Forward reaction prediction with 1.9M reactions from USPTO patents (1976-2016). The task is: Predict the product of the given reaction. Given the reactants I[C:2]1[N:11]=[C:10]2[N:4]([CH2:5][CH2:6][C:7]3[CH:23]=[CH:22][CH:21]=[CH:20][C:8]=3[CH:9]2[O:12][CH:13]2[CH2:18][CH2:17][N:16]([CH3:19])[CH2:15][CH2:14]2)[CH:3]=1.[C:24]1([C:30]#[CH:31])[CH:29]=[CH:28][CH:27]=[CH:26][CH:25]=1.CCN(CC)CC.N, predict the reaction product. The product is: [CH3:19][N:16]1[CH2:17][CH2:18][CH:13]([O:12][CH:9]2[C:8]3[CH:20]=[CH:21][CH:22]=[CH:23][C:7]=3[CH2:6][CH2:5][N:4]3[C:10]2=[N:11][CH:2]=[C:3]3[C:31]#[C:30][C:24]2[CH:29]=[CH:28][CH:27]=[CH:26][CH:25]=2)[CH2:14][CH2:15]1.